From a dataset of Serine/threonine kinase 33 screen with 319,792 compounds. Binary Classification. Given a drug SMILES string, predict its activity (active/inactive) in a high-throughput screening assay against a specified biological target. (1) The molecule is S1Cc2c(N(c3c1cccc3)C=O)cccc2. The result is 0 (inactive). (2) The molecule is Clc1ccc(cc1)/C=C\C(=O)NC(=S)Nc1ccc(cc1)C(O)=O. The result is 0 (inactive). (3) The drug is S(=O)(=O)(N1CCCC1)c1cc(NC(=O)CSc2n(nnn2)c2ccc(O)cc2)ccc1. The result is 0 (inactive). (4) The compound is s1c(n(CC(=O)N(Cc2cc(OC)c(OC)cc2)C)cc1)=N. The result is 0 (inactive). (5) The drug is o1c2c(n3c(c(=O)n(nc3CC)CC(=O)NCCCN3CCN(CC3)C)c2)cc1. The result is 0 (inactive). (6) The compound is O=C(Nc1cc(OC)cc(OC)c1)CCN1CCN(CC1)C. The result is 0 (inactive). (7) The molecule is o1c(c(NC(=O)CN2CCN(CC2)C)c2c1cccc2)C(=O)c1ccccc1. The result is 0 (inactive). (8) The drug is S(c1oc(nn1)C(NC(OC(C)(C)C)=O)Cc1ccccc1)CC(O)=O. The result is 0 (inactive). (9) The compound is S(c1n(nnn1)CCCO)CC(=O)Nc1cc2OCOc2cc1. The result is 0 (inactive).